Dataset: Forward reaction prediction with 1.9M reactions from USPTO patents (1976-2016). Task: Predict the product of the given reaction. Given the reactants [C:1]([C:5]1[CH:6]=[C:7]([OH:11])[CH:8]=[CH:9][CH:10]=1)([CH3:4])([CH3:3])[CH3:2].[Br:12]N1C(=O)CCC1=O, predict the reaction product. The product is: [Br:12][C:10]1[CH:9]=[CH:8][C:7]([OH:11])=[CH:6][C:5]=1[C:1]([CH3:4])([CH3:2])[CH3:3].